From a dataset of Peptide-MHC class I binding affinity with 185,985 pairs from IEDB/IMGT. Regression. Given a peptide amino acid sequence and an MHC pseudo amino acid sequence, predict their binding affinity value. This is MHC class I binding data. (1) The peptide sequence is FSENTWRDEY. The MHC is HLA-A26:01 with pseudo-sequence HLA-A26:01. The binding affinity (normalized) is 0. (2) The peptide sequence is YFENSDLNL. The MHC is HLA-A26:03 with pseudo-sequence HLA-A26:03. The binding affinity (normalized) is 0.0847. (3) The peptide sequence is ITLWQRPLV. The MHC is HLA-B51:01 with pseudo-sequence HLA-B51:01. The binding affinity (normalized) is 0. (4) The peptide sequence is FLPSDYFPSV. The MHC is HLA-A02:01 with pseudo-sequence HLA-A02:01. The binding affinity (normalized) is 0.863. (5) The peptide sequence is SFWFFHPPY. The MHC is HLA-A25:01 with pseudo-sequence HLA-A25:01. The binding affinity (normalized) is 0.0847. (6) The peptide sequence is TPRPRYNAT. The MHC is HLA-B07:02 with pseudo-sequence HLA-B07:02. The binding affinity (normalized) is 0.680. (7) The peptide sequence is KVCRTLLAK. The MHC is HLA-B46:01 with pseudo-sequence HLA-B46:01. The binding affinity (normalized) is 0.0847.